Dataset: Full USPTO retrosynthesis dataset with 1.9M reactions from patents (1976-2016). Task: Predict the reactants needed to synthesize the given product. (1) Given the product [C:1]([O:5][C:6]([N:8]1[CH2:12][C@H:11]([O:13][CH2:14][C:15]2[CH:16]=[CH:17][CH:18]=[CH:19][CH:20]=2)[CH2:10][C@H:9]1[CH2:21][OH:22])=[O:7])([CH3:4])([CH3:3])[CH3:2], predict the reactants needed to synthesize it. The reactants are: [C:1]([O:5][C:6]([N:8]1[CH2:12][C@H:11]([O:13][CH2:14][C:15]2[CH:20]=[CH:19][CH:18]=[CH:17][CH:16]=2)[CH2:10][C@H:9]1[C:21](O)=[O:22])=[O:7])([CH3:4])([CH3:3])[CH3:2]. (2) Given the product [Br:3][C:4]1[CH:5]=[CH:6][C:7]([Cl:11])=[C:8]([CH:10]=1)[N:9]([CH2:18][C:17]1[CH:20]=[CH:21][C:14]([O:13][CH3:12])=[CH:15][CH:16]=1)[CH2:18][C:17]1[CH:20]=[CH:21][C:14]([O:13][CH3:12])=[CH:15][CH:16]=1, predict the reactants needed to synthesize it. The reactants are: [H-].[Na+].[Br:3][C:4]1[CH:5]=[CH:6][C:7]([Cl:11])=[C:8]([CH:10]=1)[NH2:9].[CH3:12][O:13][C:14]1[CH:21]=[CH:20][C:17]([CH2:18]Cl)=[CH:16][CH:15]=1. (3) Given the product [CH2:13]([O:15][C:16](=[O:21])[CH2:17][CH2:18][CH2:19][S:10][CH2:9][C:6]1[CH:7]=[CH:8][C:3]([O:2][CH3:1])=[CH:4][CH:5]=1)[CH3:14], predict the reactants needed to synthesize it. The reactants are: [CH3:1][O:2][C:3]1[CH:8]=[CH:7][C:6]([CH2:9][SH:10])=[CH:5][CH:4]=1.[H-].[Na+].[CH2:13]([O:15][C:16](=[O:21])[CH2:17][CH2:18][CH2:19]Br)[CH3:14]. (4) The reactants are: [C@@H:1]1([N:9]2[CH:17]=[C:15]([CH3:16])[C:13](=[O:14])[NH:12][C:10]2=[O:11])[O:8][C@H:5]([CH2:6][OH:7])[C@@H:3](O)[CH2:2]1.C1(P(C2C=CC=CC=2)C2C=CC=CC=2)C=CC=CC=1. Given the product [CH3:16][C:15]1[C:13](=[O:14])[N:12]=[C:10]2[N:9]([C@@H:1]3[O:8][C@H:5]([CH2:6][OH:7])[C@H:3]([O:11]2)[CH2:2]3)[CH:17]=1, predict the reactants needed to synthesize it. (5) Given the product [CH3:46][O:49][P:50]([C:36]1[CH:37]=[C:38]2[C:33](=[CH:34][CH:35]=1)[NH:32][N:31]=[C:30]2[C:25]1[NH:26][C:27]2[C:23]([CH:24]=1)=[CH:22][C:21]([O:20][CH2:19][CH2:18][N:12]1[CH2:17][CH2:16][CH2:15][CH2:14][CH2:13]1)=[CH:29][CH:28]=2)(=[O:51])[OH:61], predict the reactants needed to synthesize it. The reactants are: N12CCCN=C1CCCCC2.[N:12]1([CH2:18][CH2:19][O:20][C:21]2[CH:22]=[C:23]3[C:27](=[CH:28][CH:29]=2)[NH:26][C:25]([C:30]2[C:38]4[C:33](=[CH:34][CH:35]=[C:36](O)[CH:37]=4)[NH:32][N:31]=2)=[CH:24]3)[CH2:17][CH2:16][CH2:15][CH2:14][CH2:13]1.[N+](C1C=C[C:46]([O:49][P:50](C)(=[O:61])[O:51]C2C=CC([N+]([O-])=O)=CC=2)=CC=1)([O-])=O.C(=O)(O)[O-].[Na+]. (6) Given the product [NH:15]1[CH2:16][CH:13]([CH2:12][NH:11][C:4]2[C:5]3[O:10][CH:9]=[CH:8][C:6]=3[N:7]=[C:2]([Cl:1])[N:3]=2)[CH2:14]1, predict the reactants needed to synthesize it. The reactants are: [Cl:1][C:2]1[N:3]=[C:4]([NH:11][CH2:12][CH:13]2[CH2:16][N:15](C(OC(C)(C)C)=O)[CH2:14]2)[C:5]2[O:10][CH:9]=[CH:8][C:6]=2[N:7]=1.FC(F)(F)C(O)=O. (7) Given the product [Br:1][C:2]1[CH:11]=[CH:10][C:5]([C:6]2[N:7]=[C:12]([CH3:13])[O:9][N:8]=2)=[CH:4][CH:3]=1, predict the reactants needed to synthesize it. The reactants are: [Br:1][C:2]1[CH:11]=[CH:10][C:5]([C:6]([NH:8][OH:9])=[NH:7])=[CH:4][CH:3]=1.[C:12](OC(=O)C)(=O)[CH3:13].